From a dataset of Experimentally validated miRNA-target interactions with 360,000+ pairs, plus equal number of negative samples. Binary Classification. Given a miRNA mature sequence and a target amino acid sequence, predict their likelihood of interaction. (1) The miRNA is hsa-miR-376b-5p with sequence CGUGGAUAUUCCUUCUAUGUUU. The protein sequence of the target gene is MHYYRYSNAEVSCWYKYLLFSYNIVFWLAGVVFLGVGLWAWSEKGVLSDLTKVTRLHGIDPVVLVLMVGVVMFTLGFAGCVGALRENICLLKFFCGAIVLIFFLELAVAVLAFLFQDWVRDRFREFFESNIKSYRDDIDLQNLIDSLQKANQCCGAYGPEDWDLNVYFNCSGASYSREKCGVPFSCCVPDPAQKVVNTQCGYDVRIQLKSKWDEFIFTKGCIQALEGWLPRNIYIVAGVFIAISLLQIFGIFLARTLISDIEAVKAGHHF. Result: 0 (no interaction). (2) The protein sequence of the target gene is MLAELGFIRTIGENDEVPVEPESDSGDEEEEGPIVLGRKQKALQKNRSADFNPDFVFTEKEGMYDGSWALADVMSQLKKKRAATTLDEKIEKVRKRRKAEDKEAKSGKVEEKEGQADSDLKGQENPGEDEAGSKDEDSETDYSSEDEEILTKADTLKVKEKKKKKKGQAAGGFFEDASEYDKSLSFQDMNLSRPLLKAITAMGFKQPTPIQKACIPVGLLGKDICACAATGTGKTAAFALPVLERLIYKPRQAAVTRVLVLVPTRELGIQVHSVTKQLAQFCSITTCLAVGGLDVKSQEA.... Result: 0 (no interaction). The miRNA is ath-miR156f-5p with sequence UGACAGAAGAGAGUGAGCAC. (3) The miRNA is hsa-miR-5697 with sequence UCAAGUAGUUUCAUGAUAAAGG. The protein sequence of the target gene is MESKYKEILLLTGLDNITDEELDRFKFFLSDEFNIATGKLHTANRIQVATLMIQNAGAVSAVMKTIRIFQKLNYMLLAKRLQEEKEKVDKQYKSVTKPKPLSQAEMSPAASAAIRNDVAKQRAAPKVSPHVKPEQKQMVAQQESIREGFQKRCLPVMVLKAKKPFTFETQEGKQEMFHATVATEKEFFFVKVFNTLLKDKFIPKRIIIIARYYRHSGFLEVNSASRVLDAESDQKVNVPLNIIRKAGETPKINTLQTQPLGTIVNGLFVVQKVTEKKKNILFDLSDNTGKMEVLGVRNED.... Result: 0 (no interaction). (4) The miRNA is mmu-miR-484 with sequence UCAGGCUCAGUCCCCUCCCGAU. The protein sequence of the target gene is MLRETWLCVILVAFVSHPVWLQKPHKRKTQLKAAGCCEEMRELKAQVANLSSLLGELSRKQESDWVSVVMQVMELESSSKHMESRLSTAESKYSEMNNQIDIMQLQAAQTVTQTSADAIYDCSSLYQKNYRISGVYKLPPDEFLGSPELEVFCDMETSGGGWTIIQRRKSGLVSFYQDWRQYKQGFGSIRGDFWLGNEHIHRLTRQPSRLRVELEDWEGNARYAEYSYFALGNELNSYRLFLGNYSGNVGKDALLYHNNTVFSTKDKDNDNCLDKCAQLRKGGYWYNCCTDSNLNGVYYR.... Result: 0 (no interaction).